This data is from NCI-60 drug combinations with 297,098 pairs across 59 cell lines. The task is: Regression. Given two drug SMILES strings and cell line genomic features, predict the synergy score measuring deviation from expected non-interaction effect. (1) Drug 1: C1CN1C2=NC(=NC(=N2)N3CC3)N4CC4. Drug 2: C1=NNC2=C1C(=O)NC=N2. Cell line: ACHN. Synergy scores: CSS=65.9, Synergy_ZIP=-2.07, Synergy_Bliss=-2.09, Synergy_Loewe=-13.2, Synergy_HSA=0.0464. (2) Drug 1: CC1=C2C(C(=O)C3(C(CC4C(C3C(C(C2(C)C)(CC1OC(=O)C(C(C5=CC=CC=C5)NC(=O)OC(C)(C)C)O)O)OC(=O)C6=CC=CC=C6)(CO4)OC(=O)C)O)C)O. Drug 2: N.N.Cl[Pt+2]Cl. Cell line: SF-268. Synergy scores: CSS=57.8, Synergy_ZIP=-0.892, Synergy_Bliss=0.335, Synergy_Loewe=1.72, Synergy_HSA=1.88.